From a dataset of Forward reaction prediction with 1.9M reactions from USPTO patents (1976-2016). Predict the product of the given reaction. Given the reactants BrC1C2OC(C3C=CC(OC)=CC=3)=NC=2C=C(OC)C=1.C[O:22][C:23]1[CH:24]=[C:25]([C:40]2[CH:45]=[CH:44][CH:43]=[CH:42][CH:41]=2)[C:26]2[O:30][C:29]([C:31]3[CH:36]=[CH:35][C:34]([O:37]C)=[CH:33][CH:32]=3)=[N:28][C:27]=2[CH:39]=1.C1(B(O)O)C=CC=CC=1.C(=O)([O-])[O-].[Na+].[Na+].C(O)C, predict the reaction product. The product is: [OH:37][C:34]1[CH:33]=[CH:32][C:31]([C:29]2[O:30][C:26]3[C:25]([C:40]4[CH:45]=[CH:44][CH:43]=[CH:42][CH:41]=4)=[CH:24][C:23]([OH:22])=[CH:39][C:27]=3[N:28]=2)=[CH:36][CH:35]=1.